Dataset: Full USPTO retrosynthesis dataset with 1.9M reactions from patents (1976-2016). Task: Predict the reactants needed to synthesize the given product. Given the product [F:44][C:2]([F:1])([F:43])[C:3]1[CH:4]=[C:5]([C@H:13]([O:15][C@H:16]2[CH2:24][N:23]3[C@@H:18]([CH2:19][CH:20]([CH:26]4[CH2:27][CH2:28][N:29]([C:32]([CH3:34])([CH3:35])[CH3:33])[CH2:30][CH2:31]4)[CH2:21][C:22]3=[O:25])[C@@H:17]2[C:36]2[CH:41]=[CH:40][C:39]([F:42])=[CH:38][CH:37]=2)[CH3:14])[CH:6]=[C:7]([C:9]([F:10])([F:11])[F:12])[CH:8]=1, predict the reactants needed to synthesize it. The reactants are: [F:1][C:2]([F:44])([F:43])[C:3]1[CH:4]=[C:5]([C@H:13]([O:15][C@H:16]2[CH2:24][N:23]3[C@@H:18]([CH2:19][C:20]([C:26]4[CH2:27][CH2:28][N:29]([C:32]([CH3:35])([CH3:34])[CH3:33])[CH2:30][CH:31]=4)=[CH:21][C:22]3=[O:25])[C@@H:17]2[C:36]2[CH:41]=[CH:40][C:39]([F:42])=[CH:38][CH:37]=2)[CH3:14])[CH:6]=[C:7]([C:9]([F:12])([F:11])[F:10])[CH:8]=1.[H][H].